Regression. Given a peptide amino acid sequence and an MHC pseudo amino acid sequence, predict their binding affinity value. This is MHC class II binding data. From a dataset of Peptide-MHC class II binding affinity with 134,281 pairs from IEDB. (1) The peptide sequence is EKIQKAFDDIAKYFSK. The MHC is HLA-DQA10301-DQB10302 with pseudo-sequence HLA-DQA10301-DQB10302. The binding affinity (normalized) is 0.158. (2) The MHC is DRB4_0101 with pseudo-sequence DRB4_0103. The binding affinity (normalized) is 0. The peptide sequence is LLAMAVLAALFAGAW. (3) The peptide sequence is SSIIFGAFPSLHSGCC. The MHC is DRB1_1302 with pseudo-sequence DRB1_1302. The binding affinity (normalized) is 0.305. (4) The peptide sequence is TNHLSKCQFDHVNTL. The MHC is DRB1_0101 with pseudo-sequence DRB1_0101. The binding affinity (normalized) is 0.276.